Dataset: Forward reaction prediction with 1.9M reactions from USPTO patents (1976-2016). Task: Predict the product of the given reaction. (1) Given the reactants Cl.[NH2:2][C@H:3]([C:8]([O:10][CH:11]1[CH2:15][CH2:14][CH2:13][CH2:12]1)=[O:9])[CH2:4][CH:5]([CH3:7])[CH3:6].N1C=CC=CC=1.[C:22](Cl)(Cl)=[O:23], predict the reaction product. The product is: [O:23]=[C:22]=[N:2][C@H:3]([C:8]([O:10][CH:11]1[CH2:12][CH2:13][CH2:14][CH2:15]1)=[O:9])[CH2:4][CH:5]([CH3:7])[CH3:6]. (2) Given the reactants [Br:1][C:2]1[N:7]=[C:6]([NH2:8])[CH:5]=[CH:4][C:3]=1[N+:9]([O-:11])=[O:10].CCN(CC)CC.Cl[C:20]([O:22][CH3:23])=[O:21], predict the reaction product. The product is: [Br:1][C:2]1[N:7]=[C:6]([NH:8][C:20](=[O:21])[O:22][CH3:23])[CH:5]=[CH:4][C:3]=1[N+:9]([O-:11])=[O:10]. (3) Given the reactants [C:1]([CH:3]1[CH2:6][N:5]([C:7](=[O:31])[C@H:8]([NH:10][C:11]([C:13]2[C:21]3[C:16](=[N:17][CH:18]=[C:19](Br)[N:20]=3)[N:15]([CH2:23][O:24][CH2:25][CH2:26][Si:27]([CH3:30])([CH3:29])[CH3:28])[CH:14]=2)=[O:12])[CH3:9])[CH2:4]1)#[N:2].[CH3:32][C:33]1[CH:34]=[CH:35][C:36]2[N:37]([CH:39]=[N:40][C:41]=2[Sn](CCCC)(CCCC)CCCC)[CH:38]=1, predict the reaction product. The product is: [C:1]([CH:3]1[CH2:6][N:5]([C:7](=[O:31])[C@H:8]([NH:10][C:11]([C:13]2[C:21]3[C:16](=[N:17][CH:18]=[C:19]([C:41]4[N:40]=[CH:39][N:37]5[CH:38]=[C:33]([CH3:32])[CH:34]=[CH:35][C:36]=45)[N:20]=3)[N:15]([CH2:23][O:24][CH2:25][CH2:26][Si:27]([CH3:30])([CH3:29])[CH3:28])[CH:14]=2)=[O:12])[CH3:9])[CH2:4]1)#[N:2]. (4) The product is: [F:27][C:13]([F:12])([F:26])[O:14][C:15]1[CH:16]=[CH:17][C:18]([C:21]2[CH:25]=[CH:24][S:23][C:22]=2[S:2]([Cl:1])(=[O:5])=[O:3])=[CH:19][CH:20]=1. Given the reactants [Cl:1][S:2]([OH:5])(=O)=[O:3].P(Cl)(Cl)(Cl)(Cl)Cl.[F:12][C:13]([F:27])([F:26])[O:14][C:15]1[CH:20]=[CH:19][C:18]([C:21]2[CH:25]=[CH:24][S:23][CH:22]=2)=[CH:17][CH:16]=1.ClS(O)(=O)=O.[Cl-].[Cl-].[Cl-].[Cl-].[Cl-], predict the reaction product.